Dataset: Reaction yield outcomes from USPTO patents with 853,638 reactions. Task: Predict the reaction yield, written as a fraction of the theoretical maximum amount of product (1.0 means a 100% yield; for example, 0.34 means a 34% yield). (1) The reactants are [CH2:1]([C:5]1[CH:10]=[CH:9][C:8]([C:11]#[C:12][C:13]2[CH:41]=[CH:40][C:16]([CH2:17][N:18]([CH2:27][C:28]3[CH:39]=[CH:38][C:31]([O:32][CH2:33][C:34]([O:36]C)=[O:35])=[CH:30][CH:29]=3)[S:19]([C:22]3[S:23][CH:24]=[CH:25][CH:26]=3)(=[O:21])=[O:20])=[CH:15][CH:14]=2)=[CH:7][CH:6]=1)[CH2:2][CH2:3][CH3:4].[OH-].[Na+].Cl. The product is [CH2:1]([C:5]1[CH:6]=[CH:7][C:8]([C:11]#[C:12][C:13]2[CH:41]=[CH:40][C:16]([CH2:17][N:18]([CH2:27][C:28]3[CH:29]=[CH:30][C:31]([O:32][CH2:33][C:34]([OH:36])=[O:35])=[CH:38][CH:39]=3)[S:19]([C:22]3[S:23][CH:24]=[CH:25][CH:26]=3)(=[O:20])=[O:21])=[CH:15][CH:14]=2)=[CH:9][CH:10]=1)[CH2:2][CH2:3][CH3:4]. The yield is 0.970. The catalyst is CO.C1COCC1. (2) The reactants are [NH2:1][C:2]1[CH:7]=[C:6]([Cl:8])[CH:5]=[CH:4][C:3]=1[SH:9].Br[CH2:11][C:12]1[CH:17]=[CH:16][CH:15]=[CH:14][CH:13]=1.C([O-])([O-])=O.[K+].[K+]. The catalyst is CN(C=O)C. The product is [CH2:11]([S:9][C:3]1[CH:4]=[CH:5][C:6]([Cl:8])=[CH:7][C:2]=1[NH2:1])[C:12]1[CH:17]=[CH:16][CH:15]=[CH:14][CH:13]=1. The yield is 1.00. (3) The reactants are [N:1]([CH2:4][C:5]1([CH3:25])[CH2:10][CH2:9][C:8]([F:24])([S:11]([C:14]2[CH:19]=[CH:18][CH:17]=[C:16]([C:20]([F:23])([F:22])[F:21])[CH:15]=2)(=[O:13])=[O:12])[CH2:7][CH2:6]1)=[N+]=[N-]. The catalyst is CCO.[OH-].[OH-].[Pd+2]. The product is [F:24][C:8]1([S:11]([C:14]2[CH:19]=[CH:18][CH:17]=[C:16]([C:20]([F:21])([F:22])[F:23])[CH:15]=2)(=[O:13])=[O:12])[CH2:7][CH2:6][C:5]([CH2:4][NH2:1])([CH3:25])[CH2:10][CH2:9]1. The yield is 0.890. (4) The reactants are [Cl:1][C:2]1[CH:3]=[C:4]2[C:9](=[CH:10][C:11]=1[O:12][C:13]1[CH:18]=[CH:17][C:16]([C:19](=[O:32])[NH:20][CH2:21][CH:22]([C:24]3[CH:29]=[CH:28][C:27]([Cl:30])=[CH:26][C:25]=3Cl)[F:23])=[CH:15][CH:14]=1)[O:8][CH2:7][CH2:6][CH:5]2[C:33]([O:35]CC)=[O:34].[OH-].[Na+]. The catalyst is C1COCC1.C(O)C. The product is [Cl:1][C:2]1[CH:3]=[C:4]2[C:9](=[CH:10][C:11]=1[O:12][C:13]1[CH:18]=[CH:17][C:16]([C:19](=[O:32])[NH:20][CH2:21][CH:22]([C:24]3[CH:25]=[CH:26][C:27]([Cl:30])=[CH:28][CH:29]=3)[F:23])=[CH:15][CH:14]=1)[O:8][CH2:7][CH2:6][CH:5]2[C:33]([OH:35])=[O:34]. The yield is 0.797. (5) The reactants are [N:1]1([C:7]2[CH:12]=[CH:11][C:10]([C:13](=[O:15])[CH3:14])=[CH:9][CH:8]=2)[CH2:6][CH2:5][NH:4][CH2:3][CH2:2]1.[CH2:16](Br)[CH2:17][CH3:18].C(N(CC)CC)C. The catalyst is C(#N)C. The product is [CH2:16]([N:4]1[CH2:5][CH2:6][N:1]([C:7]2[CH:8]=[CH:9][C:10]([C:13](=[O:15])[CH3:14])=[CH:11][CH:12]=2)[CH2:2][CH2:3]1)[CH2:17][CH3:18]. The yield is 0.875.